Dataset: NCI-60 drug combinations with 297,098 pairs across 59 cell lines. Task: Regression. Given two drug SMILES strings and cell line genomic features, predict the synergy score measuring deviation from expected non-interaction effect. (1) Drug 1: C1CCC(C1)C(CC#N)N2C=C(C=N2)C3=C4C=CNC4=NC=N3. Drug 2: CC(C)CN1C=NC2=C1C3=CC=CC=C3N=C2N. Cell line: OVCAR-8. Synergy scores: CSS=-1.82, Synergy_ZIP=2.91, Synergy_Bliss=4.30, Synergy_Loewe=2.53, Synergy_HSA=2.25. (2) Drug 1: CC1=C2C(C(=O)C3(C(CC4C(C3C(C(C2(C)C)(CC1OC(=O)C(C(C5=CC=CC=C5)NC(=O)C6=CC=CC=C6)O)O)OC(=O)C7=CC=CC=C7)(CO4)OC(=O)C)O)C)OC(=O)C. Drug 2: CC1=C2C(C(=O)C3(C(CC4C(C3C(C(C2(C)C)(CC1OC(=O)C(C(C5=CC=CC=C5)NC(=O)OC(C)(C)C)O)O)OC(=O)C6=CC=CC=C6)(CO4)OC(=O)C)O)C)O. Cell line: MALME-3M. Synergy scores: CSS=5.05, Synergy_ZIP=-0.342, Synergy_Bliss=0.0313, Synergy_Loewe=-3.31, Synergy_HSA=-1.82. (3) Drug 1: CC1=C(C=C(C=C1)C(=O)NC2=CC(=CC(=C2)C(F)(F)F)N3C=C(N=C3)C)NC4=NC=CC(=N4)C5=CN=CC=C5. Drug 2: C1C(C(OC1N2C=NC(=NC2=O)N)CO)O. Cell line: HOP-92. Synergy scores: CSS=2.46, Synergy_ZIP=2.76, Synergy_Bliss=1.77, Synergy_Loewe=-2.44, Synergy_HSA=-0.458. (4) Drug 2: C1CN(P(=O)(OC1)NCCCl)CCCl. Synergy scores: CSS=8.93, Synergy_ZIP=-3.75, Synergy_Bliss=0.418, Synergy_Loewe=-10.0, Synergy_HSA=-1.27. Cell line: SF-268. Drug 1: CC(CN1CC(=O)NC(=O)C1)N2CC(=O)NC(=O)C2. (5) Drug 1: CC1=CC=C(C=C1)C2=CC(=NN2C3=CC=C(C=C3)S(=O)(=O)N)C(F)(F)F. Drug 2: CC12CCC3C(C1CCC2O)C(CC4=C3C=CC(=C4)O)CCCCCCCCCS(=O)CCCC(C(F)(F)F)(F)F. Cell line: A549. Synergy scores: CSS=-1.92, Synergy_ZIP=0.446, Synergy_Bliss=-1.00, Synergy_Loewe=-4.81, Synergy_HSA=-4.19. (6) Drug 1: C1=NNC2=C1C(=O)NC=N2. Drug 2: CCC1(C2=C(COC1=O)C(=O)N3CC4=CC5=C(C=CC(=C5CN(C)C)O)N=C4C3=C2)O.Cl. Cell line: CCRF-CEM. Synergy scores: CSS=54.3, Synergy_ZIP=-0.242, Synergy_Bliss=-0.953, Synergy_Loewe=-51.5, Synergy_HSA=0.164. (7) Drug 1: COC1=CC(=CC(=C1O)OC)C2C3C(COC3=O)C(C4=CC5=C(C=C24)OCO5)OC6C(C(C7C(O6)COC(O7)C8=CC=CS8)O)O. Synergy scores: CSS=39.2, Synergy_ZIP=3.89, Synergy_Bliss=5.78, Synergy_Loewe=-28.6, Synergy_HSA=3.59. Drug 2: CCCS(=O)(=O)NC1=C(C(=C(C=C1)F)C(=O)C2=CNC3=C2C=C(C=N3)C4=CC=C(C=C4)Cl)F. Cell line: DU-145. (8) Drug 1: CC12CCC(CC1=CCC3C2CCC4(C3CC=C4C5=CN=CC=C5)C)O. Drug 2: N.N.Cl[Pt+2]Cl. Cell line: KM12. Synergy scores: CSS=5.24, Synergy_ZIP=-5.46, Synergy_Bliss=-4.06, Synergy_Loewe=-10.6, Synergy_HSA=-5.38. (9) Drug 1: CC1OCC2C(O1)C(C(C(O2)OC3C4COC(=O)C4C(C5=CC6=C(C=C35)OCO6)C7=CC(=C(C(=C7)OC)O)OC)O)O. Drug 2: CNC(=O)C1=NC=CC(=C1)OC2=CC=C(C=C2)NC(=O)NC3=CC(=C(C=C3)Cl)C(F)(F)F. Cell line: NCIH23. Synergy scores: CSS=4.41, Synergy_ZIP=-24.5, Synergy_Bliss=-72.5, Synergy_Loewe=-73.4, Synergy_HSA=-67.0.